Dataset: Catalyst prediction with 721,799 reactions and 888 catalyst types from USPTO. Task: Predict which catalyst facilitates the given reaction. (1) Reactant: [BH4-].[Na+].[Br:3][C:4]1[CH:9]=[CH:8][C:7]([CH:10]([CH2:20][CH2:21][CH3:22])[C:11]([C:13]2[CH:18]=[CH:17][C:16]([Cl:19])=[CH:15][CH:14]=2)=[O:12])=[CH:6][CH:5]=1. Product: [Br:3][C:4]1[CH:9]=[CH:8][C:7]([CH:10]([CH2:20][CH2:21][CH3:22])[CH:11]([C:13]2[CH:14]=[CH:15][C:16]([Cl:19])=[CH:17][CH:18]=2)[OH:12])=[CH:6][CH:5]=1. The catalyst class is: 5. (2) Reactant: [C:1]([C:5]1[CH:9]=[C:8]([NH:10][C:11]([NH:13][C:14]2[C:23]3[C:18](=[CH:19][CH:20]=[CH:21][CH:22]=3)[C:17]([O:24][C:25]3[CH:30]=[CH:29][N:28]=[C:27](Cl)[N:26]=3)=[CH:16][CH:15]=2)=[O:12])[N:7]([C:32]2[CH:37]=[CH:36][C:35]([CH3:38])=[CH:34][CH:33]=2)[N:6]=1)([CH3:4])([CH3:3])[CH3:2].[CH3:39][O:40][C:41]1[CH:42]=[C:43]([CH:45]=[C:46]([S:48][CH2:49][CH2:50][N:51]2[CH2:56][CH2:55][O:54][CH2:53][CH2:52]2)[CH:47]=1)[NH2:44].C([O-])(O)=O.[Na+]. Product: [C:1]([C:5]1[CH:9]=[C:8]([NH:10][C:11]([NH:13][C:14]2[C:23]3[C:18](=[CH:19][CH:20]=[CH:21][CH:22]=3)[C:17]([O:24][C:25]3[CH:30]=[CH:29][N:28]=[C:27]([NH:44][C:43]4[CH:45]=[C:46]([S:48][CH2:49][CH2:50][N:51]5[CH2:56][CH2:55][O:54][CH2:53][CH2:52]5)[CH:47]=[C:41]([O:40][CH3:39])[CH:42]=4)[N:26]=3)=[CH:16][CH:15]=2)=[O:12])[N:7]([C:32]2[CH:37]=[CH:36][C:35]([CH3:38])=[CH:34][CH:33]=2)[N:6]=1)([CH3:4])([CH3:3])[CH3:2]. The catalyst class is: 3.